This data is from M1 muscarinic receptor antagonist screen with 61,756 compounds. The task is: Binary Classification. Given a drug SMILES string, predict its activity (active/inactive) in a high-throughput screening assay against a specified biological target. (1) The drug is O=C(C1CCN(CC1)Cc1ccccc1)CCCC. The result is 0 (inactive). (2) The compound is O=C1C=C/C(=c2\n3C(Cc4c(c3n[nH]2)cccc4)(C)C)C=C1. The result is 0 (inactive). (3) The molecule is Clc1c(C2SCC3N2Cc2c(N3)cccc2)cccc1. The result is 0 (inactive).